Dataset: Forward reaction prediction with 1.9M reactions from USPTO patents (1976-2016). Task: Predict the product of the given reaction. (1) Given the reactants [CH:1]([C:3]1[CH:4]=[CH:5][C:6]2[O:10][C:9]([C:11]#[N:12])=[CH:8][C:7]=2[CH:13]=1)=O.[CH2:14]([C:17]1[CH:23]=[CH:22][C:20]([NH2:21])=[CH:19][C:18]=1[C:24]([F:27])([F:26])[F:25])[CH2:15][CH3:16].[BH4-].[Na+], predict the reaction product. The product is: [CH2:14]([C:17]1[CH:23]=[CH:22][C:20]([NH:21][CH2:1][C:3]2[CH:4]=[CH:5][C:6]3[O:10][C:9]([C:11]#[N:12])=[CH:8][C:7]=3[CH:13]=2)=[CH:19][C:18]=1[C:24]([F:25])([F:26])[F:27])[CH2:15][CH3:16]. (2) The product is: [I:1][C:2]1[C:10]2[C:5](=[CH:6][CH:7]=[C:8]([C:11]3[O:12][C:34]([NH:33][C:30]([C:24]4[CH:29]=[CH:28][CH:27]=[CH:26][CH:25]=4)([CH3:32])[CH3:31])=[N:36][N:37]=3)[CH:9]=2)[N:4]([S:14]([C:17]2[CH:23]=[CH:22][C:20]([CH3:21])=[CH:19][CH:18]=2)(=[O:16])=[O:15])[CH:3]=1. Given the reactants [I:1][C:2]1[C:10]2[C:5](=[CH:6][CH:7]=[C:8]([C:11](O)=[O:12])[CH:9]=2)[N:4]([S:14]([C:17]2[CH:23]=[CH:22][C:20]([CH3:21])=[CH:19][CH:18]=2)(=[O:16])=[O:15])[CH:3]=1.[C:24]1([C:30]([NH:33][C:34]([NH:36][NH2:37])=S)([CH3:32])[CH3:31])[CH:29]=[CH:28][CH:27]=[CH:26][CH:25]=1.Cl.C(N=C=NCCCN(C)C)C.O, predict the reaction product. (3) Given the reactants [C:1](Cl)(=[O:4])[CH:2]=[CH2:3].[CH3:6][N:7]([CH3:37])[CH:8]1[CH2:11][N:10]([C:12]2[CH:17]=[C:16]([O:18][CH3:19])[C:15]([NH:20][C:21]3[N:26]=[C:25]([C:27]4[C:35]5[C:30](=[CH:31][CH:32]=[CH:33][CH:34]=5)[NH:29][CH:28]=4)[CH:24]=[CH:23][N:22]=3)=[CH:14][C:13]=2[NH2:36])[CH2:9]1, predict the reaction product. The product is: [CH3:37][N:7]([CH3:6])[CH:8]1[CH2:9][N:10]([C:12]2[CH:17]=[C:16]([O:18][CH3:19])[C:15]([NH:20][C:21]3[N:26]=[C:25]([C:27]4[C:35]5[C:30](=[CH:31][CH:32]=[CH:33][CH:34]=5)[NH:29][CH:28]=4)[CH:24]=[CH:23][N:22]=3)=[CH:14][C:13]=2[NH:36][C:1](=[O:4])[CH:2]=[CH2:3])[CH2:11]1. (4) Given the reactants [CH3:1][O:2][C:3]1[C:8]([CH3:9])=[CH:7][C:6]([C:10]2[CH2:11][C:12]([C:17]([F:20])([F:19])[F:18])(O)[N:13]([CH3:15])[N:14]=2)=[C:5]([CH3:21])[CH:4]=1.Cl, predict the reaction product. The product is: [CH3:1][O:2][C:3]1[C:8]([CH3:9])=[CH:7][C:6]([C:10]2[CH:11]=[C:12]([C:17]([F:19])([F:20])[F:18])[N:13]([CH3:15])[N:14]=2)=[C:5]([CH3:21])[CH:4]=1. (5) Given the reactants [CH3:1][S@:2]([C:4]1[CH:9]=[CH:8][C:7]([CH3:10])=[CH:6][CH:5]=1)=[O:3].C1CCCCC1.[F:17][C:18]([F:34])([F:33])[C:19](=[O:32])[CH2:20][C:21]([C:24]1[CH:29]=[C:28]([F:30])[CH:27]=[CH:26][C:25]=1[CH3:31])([CH3:23])[CH3:22].C1COCC1, predict the reaction product. The product is: [F:34][C:18]([F:17])([F:33])[C@@:19]([CH2:1][S@:2]([C:4]1[CH:9]=[CH:8][C:7]([CH3:10])=[CH:6][CH:5]=1)=[O:3])([OH:32])[CH2:20][C:21]([C:24]1[CH:29]=[C:28]([F:30])[CH:27]=[CH:26][C:25]=1[CH3:31])([CH3:23])[CH3:22].[F:34][C:18]([F:17])([F:33])[C@:19]([CH2:1][S@:2]([C:4]1[CH:9]=[CH:8][C:7]([CH3:10])=[CH:6][CH:5]=1)=[O:3])([OH:32])[CH2:20][C:21]([C:24]1[CH:29]=[C:28]([F:30])[CH:27]=[CH:26][C:25]=1[CH3:31])([CH3:23])[CH3:22]. (6) Given the reactants [CH3:1][CH2:2][N:3]([C:37]1[CH:38]=[N:39][CH:40]=[CH:41][CH:42]=1)[C:4]([C:6]1[N:15]2[C:9]([CH2:10][N:11]([C:20](=[O:36])[C:21]3[CH:26]=[CH:25][C:24]([C:27]4[CH2:32][CH2:31][CH2:30][C@@H:29]([OH:33])[C:28]=4[CH3:34])=[C:23]([CH3:35])[CH:22]=3)[C:12]3[CH:19]=[CH:18][CH:17]=[CH:16][C:13]=3[CH2:14]2)=[CH:8][CH:7]=1)=[O:5].C(OCC)C.[C:48]([OH:57])(=[O:56])[C@@H:49]([C@H:51]([C:53]([OH:55])=[O:54])[OH:52])[OH:50], predict the reaction product. The product is: [C:48]([OH:57])(=[O:56])[C@@H:49]([C@H:51]([C:53]([OH:55])=[O:54])[OH:52])[OH:50].[CH3:1][CH2:2][N:3]([C:37]1[CH:38]=[N:39][CH:40]=[CH:41][CH:42]=1)[C:4]([C:6]1[N:15]2[C:9]([CH2:10][N:11]([C:20](=[O:36])[C:21]3[CH:26]=[CH:25][C:24]([C:27]4[CH2:32][CH2:31][CH2:30][C@@H:29]([OH:33])[C:28]=4[CH3:34])=[C:23]([CH3:35])[CH:22]=3)[C:12]3[CH:19]=[CH:18][CH:17]=[CH:16][C:13]=3[CH2:14]2)=[CH:8][CH:7]=1)=[O:5]. (7) Given the reactants [NH2:1][C:2]1[CH:7]=[C:6]([Cl:8])[CH:5]=[CH:4][C:3]=1[SH:9].C(S[C:13]1[CH:19]=CC(F)=C[C:14]=1N)C.IC(C)C, predict the reaction product. The product is: [Cl:8][C:6]1[CH:5]=[CH:4][C:3]([S:9][CH:13]([CH3:19])[CH3:14])=[C:2]([CH:7]=1)[NH2:1].